This data is from Forward reaction prediction with 1.9M reactions from USPTO patents (1976-2016). The task is: Predict the product of the given reaction. (1) Given the reactants Cl[C:2]1[C:7]([C:8]([F:11])([F:10])[F:9])=[CH:6][N:5]=[C:4]([NH:12][C:13]2[CH:32]=[CH:31][C:16]([CH2:17][N:18]3[CH2:23][CH2:22][N:21]([C:24]([O:26][C:27]([CH3:30])([CH3:29])[CH3:28])=[O:25])[CH2:20][CH2:19]3)=[CH:15][CH:14]=2)[N:3]=1.[C:33]([C:35]1[CH:36]=[C:37]([CH:41]=[CH:42][CH:43]=1)[C:38]([NH2:40])=[O:39])#[CH:34].C1(P(C2C=CC=CC=2)C2C=CC=CC=2)C=CC=CC=1.C(N(CC)CC)C, predict the reaction product. The product is: [C:27]([O:26][C:24]([N:21]1[CH2:22][CH2:23][N:18]([CH2:17][C:16]2[CH:31]=[CH:32][C:13]([NH:12][C:4]3[N:3]=[C:2]([C:34]#[C:33][C:35]4[CH:43]=[CH:42][CH:41]=[C:37]([C:38](=[O:39])[NH2:40])[CH:36]=4)[C:7]([C:8]([F:11])([F:10])[F:9])=[CH:6][N:5]=3)=[CH:14][CH:15]=2)[CH2:19][CH2:20]1)=[O:25])([CH3:30])([CH3:29])[CH3:28]. (2) Given the reactants [F:1][C:2]1[CH:3]=[C:4]([CH:6]=[CH:7][CH:8]=1)[NH2:5].C(N(CC)CC)C.[Cl:16][CH2:17][CH2:18][C:19](Cl)=[O:20], predict the reaction product. The product is: [Cl:16][CH2:17][CH2:18][C:19]([NH:5][C:4]1[CH:6]=[CH:7][CH:8]=[C:2]([F:1])[CH:3]=1)=[O:20]. (3) Given the reactants [C:1]([C:5]1[CH:29]=[CH:28][C:8]([C:9]([NH:11][C:12]2[CH:17]=[CH:16][CH:15]=[C:14]([C:18]3[C:19]4[CH:26]=[CH:25][NH:24][C:20]=4[N:21]=[CH:22][N:23]=3)[C:13]=2[CH3:27])=[O:10])=[CH:7][CH:6]=1)([CH3:4])([CH3:3])[CH3:2].[H-].[Na+].[C:32]1([S:38](Cl)(=[O:40])=[O:39])[CH:37]=[CH:36][CH:35]=[CH:34][CH:33]=1, predict the reaction product. The product is: [C:32]1([S:38]([N:24]2[C:20]3[N:21]=[CH:22][N:23]=[C:18]([C:14]4[C:13]([CH3:27])=[C:12]([NH:11][C:9](=[O:10])[C:8]5[CH:7]=[CH:6][C:5]([C:1]([CH3:4])([CH3:2])[CH3:3])=[CH:29][CH:28]=5)[CH:17]=[CH:16][CH:15]=4)[C:19]=3[CH:26]=[CH:25]2)(=[O:40])=[O:39])[CH:37]=[CH:36][CH:35]=[CH:34][CH:33]=1. (4) Given the reactants [Cl:1][C:2]1[CH:3]=[C:4]([C:25]2[C:26]([CH3:40])=[CH:27][C:28]([O:31][CH2:32][C:33]3([C:37]([OH:39])=[O:38])[CH2:36][CH2:35][CH2:34]3)=[N:29][CH:30]=2)[CH:5]=[CH:6][C:7]=1[C:8]1[N:9](COCC[Si](C)(C)C)[CH:10]=[C:11]([C:13]([F:16])([F:15])[F:14])[N:12]=1, predict the reaction product. The product is: [Cl:1][C:2]1[CH:3]=[C:4]([C:25]2[C:26]([CH3:40])=[CH:27][C:28]([O:31][CH2:32][C:33]3([C:37]([OH:39])=[O:38])[CH2:36][CH2:35][CH2:34]3)=[N:29][CH:30]=2)[CH:5]=[CH:6][C:7]=1[C:8]1[NH:12][C:11]([C:13]([F:14])([F:16])[F:15])=[CH:10][N:9]=1. (5) Given the reactants S(C1C=CC(C)=CC=1)([O-])(=O)=O.[NH2:12][C@@H:13]([CH2:22][CH:23]([CH3:25])[CH3:24])[C:14]([O:16][CH2:17][C:18]([CH3:21])([CH3:20])[CH3:19])=[O:15].[P:26](Cl)(Cl)(=[O:38])[O:27][C:28]1[C:37]2[C:32](=[CH:33][CH:34]=[CH:35][CH:36]=2)[CH:31]=[CH:30][CH:29]=1.C(Cl)[Cl:42], predict the reaction product. The product is: [Cl:42][C:29]1[CH:30]=[CH:31][C:32]2[C:37](=[CH:36][CH:35]=[CH:34][CH:33]=2)[C:28]=1[O:27][P:26](=[N:12][C@@H:13]([CH2:22][CH:23]([CH3:25])[CH3:24])[C:14]([O:16][CH2:17][C:18]([CH3:19])([CH3:20])[CH3:21])=[O:15])=[O:38]. (6) Given the reactants Br[C:2]1[CH:3]=[C:4]2[N:10]=[C:9]([C:11]([CH3:14])([CH3:13])[CH3:12])[N:8]([CH2:15][CH:16]3[CH2:21][CH2:20][O:19][CH2:18][CH2:17]3)[C:5]2=[N:6][CH:7]=1.[CH2:22]([SH:24])[CH3:23], predict the reaction product. The product is: [C:11]([C:9]1[N:8]([CH2:15][CH:16]2[CH2:21][CH2:20][O:19][CH2:18][CH2:17]2)[C:5]2=[N:6][CH:7]=[C:2]([S:24][CH2:22][CH3:23])[CH:3]=[C:4]2[N:10]=1)([CH3:14])([CH3:13])[CH3:12]. (7) Given the reactants F[C:2]1[C:3]([N+:15]([O-:17])=[O:16])=[CH:4][C:5]([CH3:14])=[C:6]([C:8]2[CH:13]=[CH:12][CH:11]=[CH:10][CH:9]=2)[CH:7]=1.[CH:18]([C:21]1[CH:27]=[CH:26][CH:25]=[CH:24][C:22]=1[NH2:23])([CH3:20])[CH3:19].[F-].[K+], predict the reaction product. The product is: [CH:18]([C:21]1[CH:27]=[CH:26][CH:25]=[CH:24][C:22]=1[NH:23][C:2]1[CH:7]=[C:6]([C:8]2[CH:13]=[CH:12][CH:11]=[CH:10][CH:9]=2)[C:5]([CH3:14])=[CH:4][C:3]=1[N+:15]([O-:17])=[O:16])([CH3:20])[CH3:19].